From a dataset of Forward reaction prediction with 1.9M reactions from USPTO patents (1976-2016). Predict the product of the given reaction. (1) Given the reactants C(O[C:9]1[CH:10]=[CH:11][C:12](OC(C)COC)=[C:13]([C:15]2[NH:19][N:18]=[C:17]([OH:20])[CH:16]=2)[CH:14]=1)C1C=CC=CC=1.[CH:27]1([CH2:33][N:34]2C3C=C(C(O)=O)C=CC=3[N:36]=[CH:35]2)[CH2:32][CH2:31][CH2:30][CH2:29][CH2:28]1, predict the reaction product. The product is: [CH:27]1([CH2:33][N:34]2[C:9]3[CH:14]=[C:13]([C:15]4[NH:19][N:18]=[C:17]([OH:20])[CH:16]=4)[CH:12]=[CH:11][C:10]=3[N:36]=[CH:35]2)[CH2:32][CH2:31][CH2:30][CH2:29][CH2:28]1. (2) Given the reactants [Cl:1][CH2:2][C:3]([NH:5][C:6]1[NH:7][C:8]([CH3:14])=[C:9]([CH3:13])[C:10]=1[C:11]#[N:12])=[O:4].P(=O)(O)(O)[OH:16], predict the reaction product. The product is: [Cl:1][CH2:2][C:3]([NH:5][C:6]1[NH:7][C:8]([CH3:14])=[C:9]([CH3:13])[C:10]=1[C:11](=[O:16])[NH2:12])=[O:4]. (3) Given the reactants [NH2:1][C:2]1[CH:3]=[C:4]([C:9]2[CH:14]=[CH:13][N:12]=[C:11]([NH:15][C:16](=[O:18])[CH3:17])[CH:10]=2)[CH:5]=[N:6][C:7]=1[CH3:8].[Cl:19][C:20]1[CH:25]=[C:24]([F:26])[CH:23]=[CH:22][C:21]=1[S:27](Cl)(=[O:29])=[O:28], predict the reaction product. The product is: [Cl:19][C:20]1[CH:25]=[C:24]([F:26])[CH:23]=[CH:22][C:21]=1[S:27]([NH:1][C:2]1[CH:3]=[C:4]([C:9]2[CH:14]=[CH:13][N:12]=[C:11]([NH:15][C:16](=[O:18])[CH3:17])[CH:10]=2)[CH:5]=[N:6][C:7]=1[CH3:8])(=[O:29])=[O:28]. (4) Given the reactants [CH3:1][C:2]1[C:11]2[C:6](=[CH:7][CH:8]=[CH:9][CH:10]=2)[N:5]=[C:4]([NH:12][C@H:13]2[CH2:18][CH2:17][C@@H:16]([NH2:19])[CH2:15][CH2:14]2)[CH:3]=1.[F:20][C:21]([F:35])([F:34])[O:22][C:23]1[CH:33]=[CH:32][C:26]([O:27][CH2:28][C:29](O)=[O:30])=[CH:25][CH:24]=1.CCN(C(C)C)C(C)C.CN(C([O:52]N1N=NC2C=CC=NC1=2)=[N+](C)C)C.F[P-](F)(F)(F)(F)F.CN([CH:72]=[O:73])C, predict the reaction product. The product is: [F:20][C:21]([F:35])([F:34])[C:72]([OH:73])=[O:52].[CH3:1][C:2]1[C:11]2[C:6](=[CH:7][CH:8]=[CH:9][CH:10]=2)[N:5]=[C:4]([NH:12][C@@H:13]2[CH2:18][CH2:17][C@H:16]([NH:19][C:29](=[O:30])[CH2:28][O:27][C:26]3[CH:32]=[CH:33][C:23]([O:22][C:21]([F:34])([F:20])[F:35])=[CH:24][CH:25]=3)[CH2:15][CH2:14]2)[CH:3]=1. (5) Given the reactants Br[C:2]1[N:3]=[CH:4][C:5]([O:32][CH3:33])=[C:6]2[C:10]([C:11](=[O:31])[C:12]([N:14]3[CH2:19][CH2:18][N:17]([C:20]4[N:24]([C:25]5[CH:30]=[CH:29][CH:28]=[CH:27][N:26]=5)[N:23]=[N:22][N:21]=4)[CH2:16][CH2:15]3)=[O:13])=[CH:9][NH:8][C:7]=12.[N:34]1[CH:39]=[CH:38][C:37]([NH2:40])=[N:36][CH:35]=1.C1(P(C2C=CC=CC=2)C2C3OC4C(=CC=CC=4P(C4C=CC=CC=4)C4C=CC=CC=4)C(C)(C)C=3C=CC=2)C=CC=CC=1.C(=O)([O-])[O-].[Cs+].[Cs+], predict the reaction product. The product is: [CH3:33][O:32][C:5]1[CH:4]=[N:3][C:2]([NH:40][C:37]2[CH:38]=[CH:39][N:34]=[CH:35][N:36]=2)=[C:7]2[NH:8][CH:9]=[C:10]([C:11](=[O:31])[C:12]([N:14]3[CH2:19][CH2:18][N:17]([C:20]4[N:24]([C:25]5[CH:30]=[CH:29][CH:28]=[CH:27][N:26]=5)[N:23]=[N:22][N:21]=4)[CH2:16][CH2:15]3)=[O:13])[C:6]=12. (6) Given the reactants [Cl:1][C:2]1[CH:3]=[C:4]([CH:32]=[CH:33][C:34]=1[Cl:35])[C:5]([NH:7][C:8]1[CH:9]=[CH:10][C:11]([O:14][C:15]2[CH:31]=[CH:30][C:18]([C:19]([N:21]3[CH2:26][CH2:25][CH:24]([C:27](O)=[O:28])[CH2:23][CH2:22]3)=[O:20])=[CH:17][CH:16]=2)=[N:12][CH:13]=1)=[O:6].[CH2:36]([N:46]1[CH2:51][CH2:50][NH:49][CH2:48][CH2:47]1)[C:37]1[CH:45]=[CH:44][C:43]2[O:42][CH2:41][O:40][C:39]=2[CH:38]=1.O.ON1C2C=CC=CC=2N=N1.Cl.C(N=C=NCCCN(C)C)C, predict the reaction product. The product is: [CH2:36]([N:46]1[CH2:51][CH2:50][N:49]([C:27]([CH:24]2[CH2:25][CH2:26][N:21]([C:19]([C:18]3[CH:17]=[CH:16][C:15]([O:14][C:11]4[N:12]=[CH:13][C:8]([NH:7][C:5](=[O:6])[C:4]5[CH:32]=[CH:33][C:34]([Cl:35])=[C:2]([Cl:1])[CH:3]=5)=[CH:9][CH:10]=4)=[CH:31][CH:30]=3)=[O:20])[CH2:22][CH2:23]2)=[O:28])[CH2:48][CH2:47]1)[C:37]1[CH:45]=[CH:44][C:43]2[O:42][CH2:41][O:40][C:39]=2[CH:38]=1. (7) Given the reactants [NH2:1][C@H:2]([CH3:7])[C:3]([CH3:6])([OH:5])[CH3:4].Cl.N[C@@H](C)C(OC)=O.[Cl:16][C:17]1[C:24]([C:25]#[C:26][Si](C)(C)C)=[C:23](F)[CH:22]=[CH:21][C:18]=1[C:19]#[N:20].C1CCN2C(=NCCC2)CC1.C([O-])(O)=O.[Na+], predict the reaction product. The product is: [Cl:16][C:17]1[C:18]([C:19]#[N:20])=[CH:21][CH:22]=[C:23]2[C:24]=1[CH:25]=[CH:26][N:1]2[C@@H:2]([C:3]([OH:5])([CH3:6])[CH3:4])[CH3:7]. (8) Given the reactants [C:1]([C:5]1[CH:10]=[CH:9][C:8]([CH3:11])=[CH:7][CH:6]=1)([CH3:4])([CH3:3])[CH3:2].OS(O)(=O)=O.[N+:17]([O-])([OH:19])=[O:18], predict the reaction product. The product is: [C:1]([C:5]1[CH:6]=[CH:7][C:8]([CH3:11])=[C:9]([N+:17]([O-:19])=[O:18])[CH:10]=1)([CH3:4])([CH3:3])[CH3:2].